Dataset: Forward reaction prediction with 1.9M reactions from USPTO patents (1976-2016). Task: Predict the product of the given reaction. (1) Given the reactants FC(F)(F)C(O)=O.C(OC([N:15]=[C:16]([NH:50]C(OC(C)(C)C)=O)[NH:17][C@@H:18]([CH2:22][S:23][CH2:24][C:25]1[CH:30]=[CH:29][C:28]([C:31]2[CH:36]=[CH:35][C:34]([C:37]3[C:42]4[O:43][C:44]5[CH:49]=[CH:48][CH:47]=[CH:46][C:45]=5[C:41]=4[CH:40]=[CH:39][CH:38]=3)=[CH:33][CH:32]=2)=[CH:27][CH:26]=1)[C:19]([OH:21])=[O:20])=O)(C)(C)C, predict the reaction product. The product is: [CH:40]1[C:41]2[C:45]3[CH:46]=[CH:47][CH:48]=[CH:49][C:44]=3[O:43][C:42]=2[C:37]([C:34]2[CH:33]=[CH:32][C:31]([C:28]3[CH:29]=[CH:30][C:25]([CH2:24][S:23][CH2:22][C@H:18]([NH:17][C:16]([NH2:50])=[NH:15])[C:19]([OH:21])=[O:20])=[CH:26][CH:27]=3)=[CH:36][CH:35]=2)=[CH:38][CH:39]=1. (2) Given the reactants Cl[C:2]1[N:9]=[CH:8][CH:7]=[CH:6][C:3]=1[C:4]#[N:5].[F:10][C:11]1[CH:16]=[CH:15][C:14](/[CH:17]=[CH:18]/[C:19]2[CH:24]=[CH:23][C:22]([S:25]([O-:27])=[O:26])=[CH:21][CH:20]=2)=[CH:13][CH:12]=1.[Na+], predict the reaction product. The product is: [F:10][C:11]1[CH:12]=[CH:13][C:14](/[CH:17]=[CH:18]/[C:19]2[CH:24]=[CH:23][C:22]([S:25]([C:2]3[N:9]=[CH:8][CH:7]=[CH:6][C:3]=3[C:4]#[N:5])(=[O:27])=[O:26])=[CH:21][CH:20]=2)=[CH:15][CH:16]=1. (3) Given the reactants [Br:1][C:2]1[CH:10]=[CH:9][C:5]([C:6]([OH:8])=O)=[CH:4][C:3]=1[C:11]#[N:12].CN(C)C=O.S(Cl)(Cl)=O.[F:22][C:23]([F:32])([F:31])[C:24]1[CH:29]=[CH:28][N:27]=[C:26]([NH2:30])[CH:25]=1, predict the reaction product. The product is: [Br:1][C:2]1[CH:10]=[CH:9][C:5]([C:6]([NH:30][C:26]2[CH:25]=[C:24]([C:23]([F:31])([F:22])[F:32])[CH:29]=[CH:28][N:27]=2)=[O:8])=[CH:4][C:3]=1[C:11]#[N:12]. (4) Given the reactants [F:1][C:2]([F:10])([F:9])[C:3]([CH3:8])([CH3:7])[C:4](O)=[O:5].C(Cl)(=O)C(Cl)=O.[CH3:17][O:18]/[CH:19]=[CH:20]/[C:21](=[O:23])[CH3:22].[Li+].C[Si]([N-][Si](C)(C)C)(C)C.N#N.FC(F)(F)C(C)(C)C(Cl)=O, predict the reaction product. The product is: [F:1][C:2]([F:10])([F:9])[C:3]([CH3:8])([CH3:7])/[C:4](/[OH:5])=[CH:22]/[C:21](=[O:23])/[CH:20]=[CH:19]/[O:18][CH3:17]. (5) Given the reactants [CH2:1]([NH:3][C:4]1[C:5]([CH2:12][O:13][CH2:14][O:15][CH3:16])=[N:6][C:7]([O:10][CH3:11])=[CH:8][CH:9]=1)[CH3:2].[CH:17]1([CH:22]=O)[CH2:21][CH2:20][CH2:19][CH2:18]1.C(O[BH-](OC(=O)C)OC(=O)C)(=O)C.[Na+].O, predict the reaction product. The product is: [CH:17]1([CH2:22][N:3]([CH2:1][CH3:2])[C:4]2[C:5]([CH2:12][O:13][CH2:14][O:15][CH3:16])=[N:6][C:7]([O:10][CH3:11])=[CH:8][CH:9]=2)[CH2:18][CH2:19][CH2:20][CH2:21]1. (6) Given the reactants [O:1]1[CH2:6][CH2:5][CH:4]([N:7]2[CH2:11][CH2:10][C@H:9]([NH:12]C(=O)OC(C)(C)C)[CH2:8]2)[CH2:3][CH2:2]1.O.Cl, predict the reaction product. The product is: [O:1]1[CH2:6][CH2:5][CH:4]([N:7]2[CH2:11][CH2:10][C@H:9]([NH2:12])[CH2:8]2)[CH2:3][CH2:2]1. (7) Given the reactants [C:1]([C:5]1[CH:18]=[CH:17][CH:16]=[CH:15][C:6]=1[O:7][C:8]1[CH:13]=[CH:12][N:11]=[CH:10][C:9]=1[NH2:14])([CH3:4])([CH3:3])[CH3:2].[C:19](C1NC=CN=1)(C1NC=CN=1)=[S:20], predict the reaction product. The product is: [C:1]([C:5]1[CH:18]=[CH:17][CH:16]=[CH:15][C:6]=1[O:7][C:8]1[CH:13]=[CH:12][N:11]=[CH:10][C:9]=1[N:14]=[C:19]=[S:20])([CH3:4])([CH3:2])[CH3:3]. (8) Given the reactants C(=O)([O-])[O-].[Ca+2].[C:6](Cl)(Cl)=[S:7].ClCCl.O.[C:14]([C:18]1[CH:19]=[C:20]([CH:22]=[C:23]([C:25]([CH3:28])([CH3:27])[CH3:26])[CH:24]=1)[NH2:21])([CH3:17])([CH3:16])[CH3:15].Cl, predict the reaction product. The product is: [C:25]([C:23]1[CH:22]=[C:20]([N:21]=[C:6]=[S:7])[CH:19]=[C:18]([C:14]([CH3:17])([CH3:16])[CH3:15])[CH:24]=1)([CH3:28])([CH3:27])[CH3:26].